This data is from Peptide-MHC class I binding affinity with 185,985 pairs from IEDB/IMGT. The task is: Regression. Given a peptide amino acid sequence and an MHC pseudo amino acid sequence, predict their binding affinity value. This is MHC class I binding data. (1) The peptide sequence is GTQDQSLYL. The MHC is HLA-A26:01 with pseudo-sequence HLA-A26:01. The binding affinity (normalized) is 0.213. (2) The peptide sequence is GELDRWEKI. The MHC is HLA-B08:01 with pseudo-sequence HLA-B08:01. The binding affinity (normalized) is 0. (3) The peptide sequence is EIINNGISY. The MHC is HLA-B48:01 with pseudo-sequence HLA-B48:01. The binding affinity (normalized) is 0.0847. (4) The peptide sequence is GMLRFANPL. The MHC is HLA-A02:01 with pseudo-sequence HLA-A02:01. The binding affinity (normalized) is 0.401. (5) The peptide sequence is FGNLSPETL. The MHC is HLA-A02:01 with pseudo-sequence HLA-A02:01. The binding affinity (normalized) is 0. (6) The peptide sequence is KELENEYYF. The MHC is HLA-B08:03 with pseudo-sequence HLA-B08:03. The binding affinity (normalized) is 0.0847.